From a dataset of Catalyst prediction with 721,799 reactions and 888 catalyst types from USPTO. Predict which catalyst facilitates the given reaction. (1) Reactant: CN(C=O)C.[CH3:6][O:7][C:8](=[O:38])[N:9]=[C:10]([S:36][CH3:37])[C:11]([C:25]1[CH:30]=[C:29]([O:31][CH2:32][CH3:33])[CH:28]=[C:27]([OH:34])[C:26]=1[F:35])=[N:12][C:13]1[CH:18]=[CH:17][C:16]([C:19]2[N:23]=[C:22]([CH3:24])[O:21][N:20]=2)=[CH:15][CH:14]=1.C(=O)([O-])[O-].[K+].[K+].Br[CH2:46][CH2:47][O:48][CH:49]1[CH2:54][CH2:53][CH2:52][CH2:51][O:50]1. Product: [CH3:6][O:7][C:8](=[O:38])[N:9]=[C:10]([S:36][CH3:37])[C:11]([C:25]1[CH:30]=[C:29]([O:31][CH2:32][CH3:33])[CH:28]=[C:27]([O:34][CH2:46][CH2:47][O:48][CH:49]2[CH2:54][CH2:53][CH2:52][CH2:51][O:50]2)[C:26]=1[F:35])=[N:12][C:13]1[CH:18]=[CH:17][C:16]([C:19]2[N:23]=[C:22]([CH3:24])[O:21][N:20]=2)=[CH:15][CH:14]=1. The catalyst class is: 6. (2) Reactant: [F:1][C:2]1([F:38])[O:6][C:5]2[CH:7]=[CH:8][C:9]([C:11]3([C:14]([NH:16][C:17]4[N:22]=[C:21]([C:23]5[CH:35]=[CH:34][C:26]([C:27]([O:29]C(C)(C)C)=[O:28])=[CH:25][CH:24]=5)[C:20]([CH2:36][CH3:37])=[CH:19][CH:18]=4)=[O:15])[CH2:13][CH2:12]3)=[CH:10][C:4]=2[O:3]1.FC(F)(F)C(O)=O. Product: [F:38][C:2]1([F:1])[O:6][C:5]2[CH:7]=[CH:8][C:9]([C:11]3([C:14]([NH:16][C:17]4[N:22]=[C:21]([C:23]5[CH:35]=[CH:34][C:26]([C:27]([OH:29])=[O:28])=[CH:25][CH:24]=5)[C:20]([CH2:36][CH3:37])=[CH:19][CH:18]=4)=[O:15])[CH2:13][CH2:12]3)=[CH:10][C:4]=2[O:3]1. The catalyst class is: 4. (3) Reactant: [C:1]1([N:7]2[C:11]([C:12]3[C:13](=[O:32])[C:14]4[O:31][CH:30]=[CH:29][C:15]=4[N:16]([C:18]4[CH:23]=[CH:22][C:21]([N:24]5[CH:28]=[CH:27][CH:26]=[N:25]5)=[CH:20][CH:19]=4)[N:17]=3)=[CH:10][CH:9]=[N:8]2)[CH:6]=[CH:5][CH:4]=[CH:3][CH:2]=1. Product: [C:1]1([N:7]2[C:11]([C:12]3[C:13](=[O:32])[C:14]4[O:31][CH2:30][CH2:29][C:15]=4[N:16]([C:18]4[CH:23]=[CH:22][C:21]([N:24]5[CH:28]=[CH:27][CH:26]=[N:25]5)=[CH:20][CH:19]=4)[N:17]=3)=[CH:10][CH:9]=[N:8]2)[CH:6]=[CH:5][CH:4]=[CH:3][CH:2]=1. The catalyst class is: 63. (4) Reactant: [Cl:1][C:2]1[CH:7]=[C:6]([O:8][C:9]2[C:10]([CH:26]3[CH2:28][CH2:27]3)=[N:11][C:12]([N:17]3[CH2:22][CH2:21][NH:20][C@H:19]([CH:23]4[CH2:25][CH2:24]4)[CH2:18]3)=[C:13]([CH:16]=2)[C:14]#[N:15])[CH:5]=[CH:4][N:3]=1.[OH:29][CH2:30][CH2:31][C:32]([O-])=[O:33].[Na+].CN(C(ON1N=NC2C=CC=NC1=2)=[N+](C)C)C.F[P-](F)(F)(F)(F)F.CCN(C(C)C)C(C)C. Product: [Cl:1][C:2]1[CH:7]=[C:6]([O:8][C:9]2[C:10]([CH:26]3[CH2:27][CH2:28]3)=[N:11][C:12]([N:17]3[CH2:22][CH2:21][N:20]([C:30](=[O:29])[CH2:31][CH2:32][OH:33])[C@H:19]([CH:23]4[CH2:25][CH2:24]4)[CH2:18]3)=[C:13]([CH:16]=2)[C:14]#[N:15])[CH:5]=[CH:4][N:3]=1. The catalyst class is: 3. (5) Reactant: [Cl:1][C:2]1[C:7]([O:8][C:9]2[CH:14]=[CH:13][C:12]([N+:15]([O-])=O)=[CH:11][N:10]=2)=[CH:6][C:5]([NH:18][C:19](=[O:24])[C:20]([F:23])([F:22])[F:21])=[C:4]([F:25])[CH:3]=1. Product: [NH2:15][C:12]1[CH:13]=[CH:14][C:9]([O:8][C:7]2[C:2]([Cl:1])=[CH:3][C:4]([F:25])=[C:5]([NH:18][C:19](=[O:24])[C:20]([F:23])([F:21])[F:22])[CH:6]=2)=[N:10][CH:11]=1. The catalyst class is: 15. (6) Reactant: [H-].[Na+].[Br:3][C:4]1[CH:9]=[CH:8][C:7]([C@@H:10]([N:12]([CH2:17][CH2:18][C:19]([C:24]2[CH:29]=[CH:28][CH:27]=[CH:26][C:25]=2[F:30])(O)[CH2:20][CH:21]=[CH2:22])[C:13](=[O:16])[O:14]C)[CH3:11])=[CH:6][CH:5]=1. Product: [CH2:20]([C@@:19]1([C:24]2[CH:29]=[CH:28][CH:27]=[CH:26][C:25]=2[F:30])[O:14][C:13](=[O:16])[N:12]([C@H:10]([C:7]2[CH:8]=[CH:9][C:4]([Br:3])=[CH:5][CH:6]=2)[CH3:11])[CH2:17][CH2:18]1)[CH:21]=[CH2:22].[CH2:20]([C@:19]1([C:24]2[CH:29]=[CH:28][CH:27]=[CH:26][C:25]=2[F:30])[O:14][C:13](=[O:16])[N:12]([C@H:10]([C:7]2[CH:8]=[CH:9][C:4]([Br:3])=[CH:5][CH:6]=2)[CH3:11])[CH2:17][CH2:18]1)[CH:21]=[CH2:22]. The catalyst class is: 1. (7) Reactant: [NH2:1][C:2]1[CH:3]=[C:4]([C@@H:8]([O:21][Si:22]([CH2:27][CH3:28])([CH2:25][CH3:26])[CH2:23][CH3:24])[CH2:9][N:10]([CH2:18][CH2:19][OH:20])[C:11](=[O:17])[O:12][C:13]([CH3:16])([CH3:15])[CH3:14])[CH:5]=[CH:6][CH:7]=1.O[C:30]1[CH:38]=[C:37]2[C:33]([C:34]([CH:46]3[CH2:48][CH2:47]3)=[N:35][N:36]2[C:39]([O:41][C:42]([CH3:45])([CH3:44])[CH3:43])=[O:40])=[CH:32][CH:31]=1.C1(P(C2C=CC=CC=2)C2C=CC=CC=2)C=CC=CC=1.CC(OC(/N=N/C(OC(C)C)=O)=O)C.C(=O)([O-])[O-]. Product: [NH2:1][C:2]1[CH:3]=[C:4]([C@@H:8]([O:21][Si:22]([CH2:25][CH3:26])([CH2:23][CH3:24])[CH2:27][CH3:28])[CH2:9][N:10]([C:11]([O:12][C:13]([CH3:15])([CH3:14])[CH3:16])=[O:17])[CH2:18][CH2:19][O:20][C:30]2[CH:38]=[C:37]3[C:33]([C:34]([CH:46]4[CH2:48][CH2:47]4)=[N:35][N:36]3[C:39]([O:41][C:42]([CH3:44])([CH3:45])[CH3:43])=[O:40])=[CH:32][CH:31]=2)[CH:5]=[CH:6][CH:7]=1. The catalyst class is: 308.